Task: Predict the product of the given reaction.. Dataset: Forward reaction prediction with 1.9M reactions from USPTO patents (1976-2016) (1) Given the reactants [Cl:1][C:2]1[CH:7]=[CH:6][CH:5]=[C:4]([Cl:8])[C:3]=1[C:9]1[NH:10][C:11]2[CH:17]=[C:16]([C:18](O)=[O:19])[C:15]([F:21])=[C:14]([F:22])[C:12]=2[N:13]=1.O=S(Cl)[Cl:25], predict the reaction product. The product is: [Cl:8][C:4]1[CH:5]=[CH:6][CH:7]=[C:2]([Cl:1])[C:3]=1[C:9]1[NH:10][C:11]2[CH:17]=[C:16]([C:18]([Cl:25])=[O:19])[C:15]([F:21])=[C:14]([F:22])[C:12]=2[N:13]=1. (2) Given the reactants [CH3:1][C:2]1([CH3:22])[C:6]([CH3:8])([CH3:7])[O:5][B:4]([C:9]2[CH2:14][CH2:13][N:12](C(OC(C)(C)C)=O)[CH2:11][CH:10]=2)[O:3]1.Cl.CCOC(C)=O, predict the reaction product. The product is: [CH3:7][C:6]1([CH3:8])[C:2]([CH3:1])([CH3:22])[O:3][B:4]([C:9]2[CH2:14][CH2:13][NH:12][CH2:11][CH:10]=2)[O:5]1. (3) Given the reactants [F:1][C:2]([F:7])([F:6])[C:3]([CH3:5])=O.C1(P(=[CH:27][C:28]([O:30][CH2:31][C:32]2[CH:37]=[CH:36][CH:35]=[CH:34][CH:33]=2)=[O:29])(C2C=CC=CC=2)C2C=CC=CC=2)C=CC=CC=1, predict the reaction product. The product is: [F:1][C:2]([F:7])([F:6])[C:3]([CH3:5])=[CH:27][C:28]([O:30][CH2:31][C:32]1[CH:33]=[CH:34][CH:35]=[CH:36][CH:37]=1)=[O:29]. (4) The product is: [ClH:20].[CH2:1]([O:3][C:4]([C:6]1[CH:7]=[N:8][N:9]([C:12](=[NH:11])[NH2:13])[CH:10]=1)=[O:5])[CH3:2]. Given the reactants [CH2:1]([O:3][C:4]([C:6]1[CH:7]=[N:8][NH:9][CH:10]=1)=[O:5])[CH3:2].[N:11]#[C:12][NH2:13].O1CCOCC1.[ClH:20], predict the reaction product. (5) Given the reactants Br[CH2:2][CH2:3][CH2:4][O:5][C:6]1[CH:10]=[C:9]([C:11]([NH:13][C:14]2[CH:19]=[CH:18][C:17]([F:20])=[C:16]([Cl:21])[CH:15]=2)=[O:12])[O:8][N:7]=1.[NH:22]1[CH2:26][CH2:25][CH2:24][CH2:23]1, predict the reaction product. The product is: [Cl:21][C:16]1[CH:15]=[C:14]([NH:13][C:11]([C:9]2[O:8][N:7]=[C:6]([O:5][CH2:4][CH2:3][CH2:2][N:22]3[CH2:26][CH2:25][CH2:24][CH2:23]3)[CH:10]=2)=[O:12])[CH:19]=[CH:18][C:17]=1[F:20]. (6) Given the reactants [F:1][C:2]1[CH:7]=[CH:6][CH:5]=[CH:4][C:3]=1[CH2:8][O:9][C:10]1[CH:15]=[CH:14][C:13]([C@@H:16]2[NH:20][C@:19]([CH2:25][OH:26])([C:21]([NH:23][CH3:24])=[O:22])[CH2:18][CH2:17]2)=[CH:12][CH:11]=1.[ClH:27], predict the reaction product. The product is: [ClH:27].[F:1][C:2]1[CH:7]=[CH:6][CH:5]=[CH:4][C:3]=1[CH2:8][O:9][C:10]1[CH:15]=[CH:14][C:13]([C@@H:16]2[NH:20][C@:19]([CH2:25][OH:26])([C:21]([NH:23][CH3:24])=[O:22])[CH2:18][CH2:17]2)=[CH:12][CH:11]=1.[F:1][C:2]1[CH:7]=[CH:6][CH:5]=[CH:4][C:3]=1[CH2:8][O:9][C:10]1[CH:15]=[CH:14][C:13]([C@@H:16]2[NH:20][C@:19]([CH2:25][OH:26])([C:21]([NH:23][CH3:24])=[O:22])[CH2:18][CH2:17]2)=[CH:12][CH:11]=1.